The task is: Binary Classification. Given a miRNA mature sequence and a target amino acid sequence, predict their likelihood of interaction.. This data is from Experimentally validated miRNA-target interactions with 360,000+ pairs, plus equal number of negative samples. (1) The miRNA is mmu-miR-669a-3-3p with sequence ACAUAACAUACACACACAUGUAU. The protein sequence of the target gene is MELTEPLPSAAVQKEEQELLDRTFFSWAEFSRFFDKWCQQRLVVFSVKSSTRVARSPWANTPPLYRLIHVLKYSYVLLVCKDVRMPNKSTAWPPQPSCPAFITVKLSPLRDRLVVTECQLTHSHPACPREFAYHFRPGHLLANSCLPVRITNQISKQFVAPADVRRLLTHCKGPDHGVLDALQVLEGLFRTDPEAKVKLVFVEDQAMVETVFLLTSRTRALLRRFPRILLVDRLPGLQGTLDLMAVLCVDSAGRARQAACCVARPGTPSLLRFMLVSLLQSAPDVKGRVRCLTAGPEVAG.... Result: 0 (no interaction). (2) The miRNA is mmu-miR-101a-3p with sequence UACAGUACUGUGAUAACUGAA. The protein sequence of the target gene is MNWNKGGPGTKRGFGFGGFAISAGKKEEPKLPQQSHSAFGATSSSSGFGKSAPPQLPSFYKIGSKRANFDEENAYFEDEEEDSSNVDLPYIPAENSPTRQQFHSKPVDSDSDDDPLEAFMAEVEDQAARDMKRLEEKDKERKNVKGIRDDIEEEDDQEAYFRYMAENPTAGVVQEEEEDNLEYDSDGNPIAPTKKIIDPLPPIDHSEIDYPPFEKNFYNEHEEITNLTPQQLIDLRHKLNLRVSGAAPPRPGSSFAHFGFDEQLMHQIRKSEYTQPTPIQCQGVPVALSGRDMIGIAKTG.... Result: 0 (no interaction).